Dataset: Catalyst prediction with 721,799 reactions and 888 catalyst types from USPTO. Task: Predict which catalyst facilitates the given reaction. (1) Reactant: [N+:1]([C:4]1[CH:5]=[N:6][C:7]([NH2:10])=[N:8][CH:9]=1)([O-:3])=[O:2].C([O-])([O-])=O.[Cs+].[Cs+].CC1(C)C2C(=C(P(C3C=CC=CC=3)C3C=CC=CC=3)C=CC=2)OC2C(P(C3C=CC=CC=3)C3C=CC=CC=3)=CC=CC1=2.Br[C:60]1[CH:61]=[C:62]([S:66]([NH:69][CH2:70][CH2:71][N:72]([CH3:74])[CH3:73])(=[O:68])=[O:67])[CH:63]=[CH:64][CH:65]=1. Product: [CH3:73][N:72]([CH3:74])[CH2:71][CH2:70][NH:69][S:66]([C:62]1[CH:63]=[CH:64][CH:65]=[C:60]([NH:10][C:7]2[N:8]=[CH:9][C:4]([N+:1]([O-:3])=[O:2])=[CH:5][N:6]=2)[CH:61]=1)(=[O:67])=[O:68]. The catalyst class is: 62. (2) Reactant: [Br:1][C:2]1[CH:3]=[CH:4][C:5]([CH2:8]O)=[N:6][CH:7]=1.C(N(C(C)C)CC)(C)C.[CH3:19][S:20](Cl)(=[O:22])=[O:21].CS([O-])=O.[Na+].C1OCCOCCOCCOCCOCCOC1. Product: [Br:1][C:2]1[CH:3]=[CH:4][C:5]([CH2:8][S:20]([CH3:19])(=[O:22])=[O:21])=[N:6][CH:7]=1. The catalyst class is: 124. (3) Reactant: [O:1]=[C:2]1[N:6]([C:7]2[CH:8]=[C:9]([CH:13]=[CH:14][N:15]=2)[C:10]([OH:12])=O)[NH:5][CH:4]=[C:3]1[C:16]1[CH:17]=[N:18][CH:19]=[CH:20][CH:21]=1.C(N(CC)C(C)C)(C)C.F[P-](F)(F)(F)(F)F.N1(O[P+](N2CCCC2)(N2CCCC2)N2CCCC2)C2C=CC=CC=2N=N1.[CH2:64]([NH2:71])[C:65]1[CH:70]=[CH:69][CH:68]=[CH:67][CH:66]=1. Product: [CH2:64]([NH:71][C:10](=[O:12])[C:9]1[CH:13]=[CH:14][N:15]=[C:7]([N:6]2[C:2](=[O:1])[C:3]([C:16]3[CH:17]=[N:18][CH:19]=[CH:20][CH:21]=3)=[CH:4][NH:5]2)[CH:8]=1)[C:65]1[CH:70]=[CH:69][CH:68]=[CH:67][CH:66]=1. The catalyst class is: 3. (4) Reactant: ClCC1C=CC(N2C(C)(C)C(=O)N([C:17]3[CH:24]=[CH:23][C:20]([C:21]#[N:22])=[C:19]([C:25]([F:28])([F:27])[F:26])[CH:18]=3)C2=S)=CC=1F.C(NCC)C. Product: [F:26][C:25]([F:27])([F:28])[C:19]1[CH:18]=[CH:17][CH:24]=[CH:23][C:20]=1[C:21]#[N:22]. The catalyst class is: 11.